From a dataset of Full USPTO retrosynthesis dataset with 1.9M reactions from patents (1976-2016). Predict the reactants needed to synthesize the given product. (1) Given the product [CH:18]([C:17]1[C:16]([O:23][CH3:24])=[C:15]([CH:22]=[CH:21][CH:20]=1)[O:14][C:2]1[N:9]=[C:8]([C:10]([F:13])([F:12])[F:11])[CH:7]=[CH:6][C:3]=1[C:4]#[N:5])=[O:19], predict the reactants needed to synthesize it. The reactants are: Cl[C:2]1[N:9]=[C:8]([C:10]([F:13])([F:12])[F:11])[CH:7]=[CH:6][C:3]=1[C:4]#[N:5].[OH:14][C:15]1[C:16]([O:23][CH3:24])=[C:17]([CH:20]=[CH:21][CH:22]=1)[CH:18]=[O:19].[F-].[K+].[OH-].[Na+]. (2) The reactants are: [NH2:1][C:2](=[O:15])[CH2:3][NH:4][C:5](=[O:14])[O:6][CH2:7][C:8]1[CH:13]=[CH:12][CH:11]=[CH:10][CH:9]=1.F[B-](F)(F)F.[CH3:21][O+](C)C.Cl. Given the product [CH2:7]([O:6][C:5]([NH:4][CH2:3][C:2](=[NH:1])[O:15][CH3:21])=[O:14])[C:8]1[CH:13]=[CH:12][CH:11]=[CH:10][CH:9]=1, predict the reactants needed to synthesize it. (3) Given the product [Cl:22][C:23]1[CH:30]=[CH:29][CH:28]=[C:27]([Cl:31])[C:24]=1[CH2:25][O:1][C:2]1[CH:3]=[CH:4][C:5]([C:8]2[CH:12]=[C:11]([C:13]([NH2:15])=[O:14])[O:10][N:9]=2)=[CH:6][CH:7]=1, predict the reactants needed to synthesize it. The reactants are: [OH:1][C:2]1[CH:7]=[CH:6][C:5]([C:8]2[CH:12]=[C:11]([C:13]([NH2:15])=[O:14])[O:10][N:9]=2)=[CH:4][CH:3]=1.C([O-])([O-])=O.[K+].[K+].[Cl:22][C:23]1[CH:30]=[CH:29][CH:28]=[C:27]([Cl:31])[C:24]=1[CH2:25]Br. (4) Given the product [CH:27]([O:29][CH2:30][CH2:31][O:32][NH:33][C:4]([C:6]1[S:14][C:13]2[C:12]([F:15])=[CH:11][N:10]=[CH:9][C:8]=2[C:7]=1[NH:16][C:17]1[CH:22]=[CH:21][C:20]([I:23])=[CH:19][C:18]=1[F:24])=[O:5])=[CH2:28], predict the reactants needed to synthesize it. The reactants are: C(O[C:4]([C:6]1[S:14][C:13]2[C:12]([F:15])=[CH:11][N:10]=[CH:9][C:8]=2[C:7]=1[NH:16][C:17]1[CH:22]=[CH:21][C:20]([I:23])=[CH:19][C:18]=1[F:24])=[O:5])C.[OH-].[Na+].[CH:27]([O:29][CH2:30][CH2:31][O:32][NH2:33])=[CH2:28].CCN=C=NCCCN(C)C.C1C=CC2N(O)N=NC=2C=1. (5) Given the product [CH2:15]([C:9]1[CH:10]=[CH:11][C:12]([OH:14])=[CH:13][C:8]=1[OH:7])[CH:16]([CH3:18])[CH3:17], predict the reactants needed to synthesize it. The reactants are: ClC(OCC)=O.[OH:7][C:8]1[CH:13]=[C:12]([OH:14])[CH:11]=[CH:10][C:9]=1[C:15](=O)[CH:16]([CH3:18])[CH3:17].C(N(CC)CC)C.[BH4-].[Na+].[OH-].[Na+].Cl. (6) Given the product [CH3:17][C:6]1([CH3:18])[CH2:7][C:8]2[CH:13]=[C:12]([S:14][CH3:15])[CH:11]=[CH:10][C:9]=2[N:4]([CH2:1][CH:2]=[CH2:3])[S:5]1(=[O:20])=[O:19], predict the reactants needed to synthesize it. The reactants are: [CH2:1]([N:4]1[C:9]2[CH:10]=[CH:11][C:12]([S:14][CH3:15])=[CH:13][C:8]=2[CH:7](O)[C:6]([CH3:18])([CH3:17])[S:5]1(=[O:20])=[O:19])[CH:2]=[CH2:3].C([SiH](CC)CC)C.C(=O)(O)[O-].[Na+]. (7) Given the product [CH2:1]([NH:8][C:9]1[N:17]=[C:16]([NH:31][C@H:32]([CH2:37][CH3:38])[CH:33]([OH:36])[CH2:34][CH3:35])[N:15]=[C:14]2[C:10]=1[N:11]=[CH:12][N:13]2[CH:19]([CH3:21])[CH3:20])[C:2]1[CH:7]=[CH:6][CH:5]=[CH:4][CH:3]=1, predict the reactants needed to synthesize it. The reactants are: [CH2:1]([NH:8][C:9]1[N:17]=[C:16](F)[N:15]=[C:14]2[C:10]=1[N:11]=[CH:12][N:13]2[CH:19]([CH3:21])[CH3:20])[C:2]1[CH:7]=[CH:6][CH:5]=[CH:4][CH:3]=1.CCN(C(C)C)C(C)C.[NH2:31][C@H:32]([CH2:37][CH3:38])[CH:33]([OH:36])[CH2:34][CH3:35].C(Cl)Cl.CCOCC.CO.